Predict which catalyst facilitates the given reaction. From a dataset of Catalyst prediction with 721,799 reactions and 888 catalyst types from USPTO. Reactant: CS([C:5]1[N:10]=[C:9]([CH2:11][CH2:12][C:13]2[CH:18]=[CH:17][CH:16]=[CH:15][C:14]=2[CH2:19][C:20]([O:22][CH3:23])=[O:21])[CH:8]=[CH:7][N:6]=1)(=O)=O.[NH2:24][C:25]1[CH:30]=[CH:29][C:28]([N:31]2[CH2:36][CH2:35][N:34]([C:37]([O:39][CH2:40][C:41]3[CH:46]=[CH:45][CH:44]=[CH:43][CH:42]=3)=[O:38])[CH2:33][CH2:32]2)=[CH:27][CH:26]=1. Product: [CH3:23][O:22][C:20](=[O:21])[CH2:19][C:14]1[CH:15]=[CH:16][CH:17]=[CH:18][C:13]=1[CH2:12][CH2:11][C:9]1[CH:8]=[CH:7][N:6]=[C:5]([NH:24][C:25]2[CH:26]=[CH:27][C:28]([N:31]3[CH2:32][CH2:33][N:34]([C:37]([O:39][CH2:40][C:41]4[CH:42]=[CH:43][CH:44]=[CH:45][CH:46]=4)=[O:38])[CH2:35][CH2:36]3)=[CH:29][CH:30]=2)[N:10]=1. The catalyst class is: 67.